Dataset: Full USPTO retrosynthesis dataset with 1.9M reactions from patents (1976-2016). Task: Predict the reactants needed to synthesize the given product. Given the product [CH:21]1([O:26][C:27]2[CH:28]=[CH:29][C:30]([N:33]3[CH:34]=[CH:35][N:1]([C@H:2]4[CH2:7][CH2:6][C@H:5]([OH:8])[CH2:4][CH2:3]4)[C:14]3=[O:15])=[CH:31][CH:32]=2)[CH2:22][CH2:23][CH2:24][CH2:25]1, predict the reactants needed to synthesize it. The reactants are: [NH2:1][C@H:2]1[CH2:7][CH2:6][C@H:5]([OH:8])[CH2:4][CH2:3]1.C1N=CN([C:14](N2C=NC=C2)=[O:15])C=1.[CH:21]1([O:26][C:27]2[CH:32]=[CH:31][C:30]([NH:33][CH2:34][CH:35](OCC)OCC)=[CH:29][CH:28]=2)[CH2:25][CH2:24][CH2:23][CH2:22]1.C(O)(C(F)(F)F)=O.